This data is from Peptide-MHC class I binding affinity with 185,985 pairs from IEDB/IMGT. The task is: Regression. Given a peptide amino acid sequence and an MHC pseudo amino acid sequence, predict their binding affinity value. This is MHC class I binding data. (1) The peptide sequence is CGRGGWSYY. The MHC is HLA-A30:02 with pseudo-sequence HLA-A30:02. The binding affinity (normalized) is 0.488. (2) The peptide sequence is AYISSEATTPV. The MHC is Patr-B0101 with pseudo-sequence Patr-B0101. The binding affinity (normalized) is 0.201.